Dataset: Forward reaction prediction with 1.9M reactions from USPTO patents (1976-2016). Task: Predict the product of the given reaction. (1) Given the reactants C[O:2][C:3](=O)[CH2:4][O:5][C:6]1[CH:11]=[C:10]([C:12]([OH:27])([C:23]([F:26])([F:25])[F:24])[CH:13]([C:15]2[CH:20]=[CH:19][C:18]([Cl:21])=[CH:17][C:16]=2[Cl:22])[CH3:14])[CH:9]=[CH:8][N:7]=1.[Li+].[BH4-].O, predict the reaction product. The product is: [Cl:22][C:16]1[CH:17]=[C:18]([Cl:21])[CH:19]=[CH:20][C:15]=1[CH:13]([CH3:14])[C:12]([C:10]1[CH:9]=[CH:8][N:7]=[C:6]([O:5][CH2:4][CH2:3][OH:2])[CH:11]=1)([OH:27])[C:23]([F:26])([F:25])[F:24]. (2) Given the reactants C([SiH](CC)CC)C.[CH3:8][C:9]1[CH:29]=[C:28]([C:30]2[C:34]([CH:35]=O)=[C:33]([O:37][CH2:38][CH2:39][CH3:40])[N:32]([CH3:41])[N:31]=2)[CH:27]=[CH:26][C:10]=1[O:11][CH2:12][C:13]1[CH:18]=[CH:17][CH:16]=[CH:15][C:14]=1[N:19]1[C:23](=[O:24])[N:22]([CH3:25])[N:21]=[N:20]1, predict the reaction product. The product is: [CH3:8][C:9]1[CH:29]=[C:28]([C:30]2[C:34]([CH3:35])=[C:33]([O:37][CH2:38][CH2:39][CH3:40])[N:32]([CH3:41])[N:31]=2)[CH:27]=[CH:26][C:10]=1[O:11][CH2:12][C:13]1[CH:18]=[CH:17][CH:16]=[CH:15][C:14]=1[N:19]1[C:23](=[O:24])[N:22]([CH3:25])[N:21]=[N:20]1. (3) Given the reactants [C:1]([O-])(=O)[CH3:2].[Na+].[CH3:6][N:7]1[C:12](=[O:13])[CH2:11][C:10](=[S:14])[N:9]([CH2:15][CH:16]([CH3:18])[CH3:17])[C:8]1=[O:19], predict the reaction product. The product is: [CH3:6][N:7]1[C:12](=[O:13])[C:11]2[CH:1]=[CH:2][S:14][C:10]=2[N:9]([CH2:15][CH:16]([CH3:17])[CH3:18])[C:8]1=[O:19]. (4) Given the reactants [CH3:1][O:2][CH2:3][CH2:4][N:5]1[C:10](=[O:11])[CH2:9][CH2:8][CH:7]([N:12]2[C:20](=[O:21])[C:19]3[C:14](=[CH:15][CH:16]=[CH:17][C:18]=3[N+:22]([O-])=O)[C:13]2=[O:25])[C:6]1=[O:26].[H][H], predict the reaction product. The product is: [NH2:22][C:18]1[CH:17]=[CH:16][CH:15]=[C:14]2[C:19]=1[C:20](=[O:21])[N:12]([CH:7]1[CH2:8][CH2:9][C:10](=[O:11])[N:5]([CH2:4][CH2:3][O:2][CH3:1])[C:6]1=[O:26])[C:13]2=[O:25].